This data is from Peptide-MHC class II binding affinity with 134,281 pairs from IEDB. The task is: Regression. Given a peptide amino acid sequence and an MHC pseudo amino acid sequence, predict their binding affinity value. This is MHC class II binding data. (1) The peptide sequence is VAVIQEIQLLAAVGE. The MHC is DRB1_0101 with pseudo-sequence DRB1_0101. The binding affinity (normalized) is 0.563. (2) The peptide sequence is GYITTNVLREILKEL. The MHC is HLA-DQA10102-DQB10502 with pseudo-sequence HLA-DQA10102-DQB10502. The binding affinity (normalized) is 0.204. (3) The peptide sequence is FQKTILKATTALKDV. The MHC is DRB1_1501 with pseudo-sequence DRB1_1501. The binding affinity (normalized) is 0.391.